This data is from Forward reaction prediction with 1.9M reactions from USPTO patents (1976-2016). The task is: Predict the product of the given reaction. (1) Given the reactants Cl[C:2]1[CH:10]=[CH:9][N:8]=[C:7]2[C:3]=1[CH:4]=[CH:5][NH:6]2.C([O-])([O-])=O.[K+].[K+].[O:17]1[CH2:22][CH2:21][N:20]([C:23]2[CH:28]=[CH:27][C:26](B(O)O)=[CH:25][CH:24]=2)[CH2:19][CH2:18]1, predict the reaction product. The product is: [N:20]1([C:23]2[CH:28]=[CH:27][C:26]([C:2]3[CH:10]=[CH:9][N:8]=[C:7]4[NH:6][CH:5]=[CH:4][C:3]=34)=[CH:25][CH:24]=2)[CH2:21][CH2:22][O:17][CH2:18][CH2:19]1. (2) Given the reactants O.[C:2]([O:6][C:7]([N:9]1[CH2:14][CH2:13][CH:12]([CH2:15][CH2:16][CH2:17][O:18][C:19]2[CH:27]=[CH:26][C:22]([C:23]([OH:25])=O)=[C:21]([CH3:28])[N:20]=2)[CH2:11][CH2:10]1)=[O:8])([CH3:5])([CH3:4])[CH3:3].CCN=C=NCCCN(C)C.CCN(C(C)C)C(C)C.[NH2:49][CH:50]([CH2:53][OH:54])[CH2:51][OH:52], predict the reaction product. The product is: [C:2]([O:6][C:7]([N:9]1[CH2:14][CH2:13][CH:12]([CH2:15][CH2:16][CH2:17][O:18][C:19]2[CH:27]=[CH:26][C:22]([C:23](=[O:25])[NH:49][CH:50]([CH2:53][OH:54])[CH2:51][OH:52])=[C:21]([CH3:28])[N:20]=2)[CH2:11][CH2:10]1)=[O:8])([CH3:4])([CH3:3])[CH3:5].